From a dataset of Full USPTO retrosynthesis dataset with 1.9M reactions from patents (1976-2016). Predict the reactants needed to synthesize the given product. (1) Given the product [F:1][C:25]1[CH:24]=[CH:23][C:22]2[N:18]([C:13]3[CH:14]=[CH:15][CH:16]=[CH:17][N:12]=3)[C:19](/[CH:31]=[CH:32]/[C:33]3[CH:38]=[CH:37][CH:36]=[CH:35][CH:34]=3)=[N:20][C:21]=2[CH:26]=1, predict the reactants needed to synthesize it. The reactants are: [F:1]C1C=CC(N)=C([N+]([O-])=O)C=1.[N:12]1[CH:17]=[CH:16][CH:15]=[CH:14][C:13]=1[N:18]1[C:22]2[CH:23]=[CH:24][C:25](C(F)(F)F)=[CH:26][C:21]=2[N:20]=[C:19]1/[CH:31]=[CH:32]/[C:33]1[CH:38]=[CH:37][CH:36]=[CH:35][CH:34]=1. (2) Given the product [C:1]([NH:5][S:18]([C:10]1[CH:11]=[CH:12][CH:13]=[C:14]([N+:15]([O-:17])=[O:16])[C:9]=1[C:8]([O:7][CH3:6])=[O:22])(=[O:19])=[O:20])([CH3:4])([CH3:3])[CH3:2], predict the reactants needed to synthesize it. The reactants are: [C:1]([NH2:5])([CH3:4])([CH3:3])[CH3:2].[CH3:6][O:7][C:8](=[O:22])[C:9]1[C:14]([N+:15]([O-:17])=[O:16])=[CH:13][CH:12]=[CH:11][C:10]=1[S:18](Cl)(=[O:20])=[O:19].Cl. (3) Given the product [Cl:1][C:2]1[CH:7]=[CH:6][CH:5]=[CH:4][C:3]=1[C:9]1[CH:18]=[C:17]([O:19][CH:49]2[CH2:54][CH2:53][N:52]([C:55]([O:57][C:58]([CH3:61])([CH3:60])[CH3:59])=[O:56])[CH2:51][CH2:50]2)[CH:16]=[C:15]2[C:10]=1[CH:11]=[CH:12][C:13](=[O:28])[N:14]2[C:20]1[C:25]([Cl:26])=[CH:24][CH:23]=[CH:22][C:21]=1[Cl:27], predict the reactants needed to synthesize it. The reactants are: [Cl:1][C:2]1[CH:7]=[C:6](F)[CH:5]=[CH:4][C:3]=1[C:9]1[CH:18]=[C:17]([OH:19])[CH:16]=[C:15]2[C:10]=1[CH2:11][CH2:12][C:13](=[O:28])[N:14]2[C:20]1[C:25]([Cl:26])=[CH:24][CH:23]=[CH:22][C:21]=1[Cl:27].C1C=CC(P(C2C=CC=CC=2)C2C=CC=CC=2)=CC=1.O[CH:49]1[CH2:54][CH2:53][N:52]([C:55]([O:57][C:58]([CH3:61])([CH3:60])[CH3:59])=[O:56])[CH2:51][CH2:50]1.N(C(OCC)=O)=NC(OCC)=O. (4) The reactants are: Br[C:2]1[CH:11]=[CH:10][C:9]2[C:4](=[CH:5][CH:6]=[C:7]([O:12][CH2:13][CH2:14][CH2:15][CH3:16])[CH:8]=2)[CH:3]=1.C([Li])CCC.C[O:23][B:24](OC)[O:25]C.[Cl-]. Given the product [CH2:13]([O:12][C:7]1[CH:8]=[C:9]2[C:4](=[CH:5][CH:6]=1)[CH:3]=[C:2]([B:24]([OH:25])[OH:23])[CH:11]=[CH:10]2)[CH2:14][CH2:15][CH3:16], predict the reactants needed to synthesize it. (5) Given the product [F:10][C:11]1[C:12]([C:2]2[C:7]([CH3:8])=[CH:6][CH:5]=[CH:4][C:3]=2[CH3:9])=[CH:13][C:14]([CH:17]=[O:18])=[CH:15][CH:16]=1, predict the reactants needed to synthesize it. The reactants are: Br[C:2]1[C:7]([CH3:8])=[CH:6][CH:5]=[CH:4][C:3]=1[CH3:9].[F:10][C:11]1[CH:16]=[CH:15][C:14]([CH:17]=[O:18])=[CH:13][C:12]=1B(O)O.C(=O)([O-])[O-].[Na+].[Na+].C(O)C. (6) Given the product [C:19]([O:18][C:16]([N:23]([CH2:14][C@@H:4]1[CH2:3][C@@H:2]([F:1])[CH2:6][N:5]1[C:7]([O:9][C:10]([CH3:11])([CH3:12])[CH3:13])=[O:8])[S:24]([C:27]1[CH:32]=[CH:31][CH:30]=[CH:29][C:28]=1[N+:33]([O-:35])=[O:34])(=[O:26])=[O:25])=[O:17])([CH3:22])([CH3:20])[CH3:21], predict the reactants needed to synthesize it. The reactants are: [F:1][C@H:2]1[CH2:6][N:5]([C:7]([O:9][C:10]([CH3:13])([CH3:12])[CH3:11])=[O:8])[C@H:4]([CH2:14]O)[CH2:3]1.[C:16]([NH:23][S:24]([C:27]1[CH:32]=[CH:31][CH:30]=[CH:29][C:28]=1[N+:33]([O-:35])=[O:34])(=[O:26])=[O:25])([O:18][C:19]([CH3:22])([CH3:21])[CH3:20])=[O:17].C1(P(C2C=CC=CC=2)C2C=CC=CC=2)C=CC=CC=1.CCOC(/N=N/C(OCC)=O)=O.C1(C)C=CC=CC=1. (7) Given the product [CH3:24][O:23][C:22]1[CH:21]=[CH:20][C:15]([C:16]([O:18][CH3:19])=[O:17])=[CH:14][C:13]=1[CH2:11][CH2:10][CH2:9][CH2:8][CH2:7][CH2:6][CH2:5][CH2:4][CH2:3][CH2:2][CH3:1], predict the reactants needed to synthesize it. The reactants are: [CH2:1]=[CH:2][CH2:3][CH2:4][CH2:5][CH2:6][CH2:7][CH2:8][CH2:9][CH2:10][CH3:11].Br[C:13]1[CH:14]=[C:15]([CH:20]=[CH:21][C:22]=1[O:23][CH3:24])[C:16]([O:18][CH3:19])=[O:17]. (8) Given the product [CH3:23][O:24][C:25](=[O:33])[C:26]1[CH:31]=[CH:30][CH:29]=[C:28]([NH:1][C:2]2[CH:22]=[CH:21][CH:20]=[C:4]([CH2:5][O:6][C:7]3[CH:12]=[CH:11][C:10]([C:13](=[O:15])[CH3:14])=[C:9]([OH:16])[C:8]=3[CH2:17][CH2:18][CH3:19])[CH:3]=2)[CH:27]=1, predict the reactants needed to synthesize it. The reactants are: [NH2:1][C:2]1[CH:3]=[C:4]([CH:20]=[CH:21][CH:22]=1)[CH2:5][O:6][C:7]1[CH:12]=[CH:11][C:10]([C:13](=[O:15])[CH3:14])=[C:9]([OH:16])[C:8]=1[CH2:17][CH2:18][CH3:19].[CH3:23][O:24][C:25](=[O:33])[C:26]1[CH:31]=[CH:30][CH:29]=[C:28](Br)[CH:27]=1.C(=O)([O-])[O-].[Cs+].[Cs+].C1(P(C2C=CC=CC=2)C2C=CC3C(=CC=CC=3)C=2C2C3C(=CC=CC=3)C=CC=2P(C2C=CC=CC=2)C2C=CC=CC=2)C=CC=CC=1.C(O)(=O)CC(CC(O)=O)(C(O)=O)O.